This data is from Peptide-MHC class I binding affinity with 185,985 pairs from IEDB/IMGT. The task is: Regression. Given a peptide amino acid sequence and an MHC pseudo amino acid sequence, predict their binding affinity value. This is MHC class I binding data. (1) The peptide sequence is YVAVVPLVY. The MHC is Mamu-A02 with pseudo-sequence Mamu-A02. The binding affinity (normalized) is 0.642. (2) The peptide sequence is MTATPPGSV. The MHC is HLA-A68:02 with pseudo-sequence HLA-A68:02. The binding affinity (normalized) is 0.831. (3) The peptide sequence is KSQAKKPEVR. The MHC is HLA-A68:01 with pseudo-sequence HLA-A68:01. The binding affinity (normalized) is 0. (4) The peptide sequence is SVANIDRIK. The MHC is HLA-A03:01 with pseudo-sequence HLA-A03:01. The binding affinity (normalized) is 0.0847. (5) The peptide sequence is PLRNTHPQAM. The MHC is Patr-A0701 with pseudo-sequence Patr-A0701. The binding affinity (normalized) is 0.0257. (6) The peptide sequence is EGAQPGLLSY. The MHC is HLA-A30:02 with pseudo-sequence HLA-A30:02. The binding affinity (normalized) is 0.0866. (7) The peptide sequence is KRGVFVLGYL. The MHC is HLA-B27:05 with pseudo-sequence HLA-B27:05. The binding affinity (normalized) is 0.730.